From a dataset of Reaction yield outcomes from USPTO patents with 853,638 reactions. Predict the reaction yield, written as a fraction of the theoretical maximum amount of product (1.0 means a 100% yield; for example, 0.34 means a 34% yield). (1) The reactants are Br[C:2]1[CH:3]=[N:4][CH:5]=[C:6]2[C:11]=1[N:10]=[C:9]([C:12]([NH:14][CH2:15][C:16]1[CH:21]=[CH:20][C:19]([S:22]([CH3:25])(=[O:24])=[O:23])=[CH:18][CH:17]=1)=[O:13])[CH:8]=[CH:7]2.[F:26][C:27]1[CH:28]=[C:29](B(O)O)[CH:30]=[CH:31][CH:32]=1.C(=O)([O-])[O-].[Cs+].[Cs+]. The catalyst is O1CCOCC1.O.C1(P([C-]2C=CC=C2)C2C=CC=CC=2)C=CC=CC=1.[C-]1(P(C2C=CC=CC=2)C2C=CC=CC=2)C=CC=C1.[Fe+2].[Pd](Cl)Cl. The product is [F:26][C:27]1[CH:32]=[C:31]([C:2]2[CH:3]=[N:4][CH:5]=[C:6]3[C:11]=2[N:10]=[C:9]([C:12]([NH:14][CH2:15][C:16]2[CH:21]=[CH:20][C:19]([S:22]([CH3:25])(=[O:24])=[O:23])=[CH:18][CH:17]=2)=[O:13])[CH:8]=[CH:7]3)[CH:30]=[CH:29][CH:28]=1. The yield is 0.960. (2) The reactants are [F:1][C:2]([F:13])([F:12])[C:3]1[CH:8]=[CH:7][C:6]([C:9](=O)[CH3:10])=[CH:5][CH:4]=1.[NH2:14][C:15]([NH2:17])=[S:16]. No catalyst specified. The product is [NH2:17][C:15]1[S:16][CH:10]=[C:9]([C:6]2[CH:7]=[CH:8][C:3]([C:2]([F:13])([F:12])[F:1])=[CH:4][CH:5]=2)[N:14]=1. The yield is 0.775. (3) The reactants are [CH:10]1(N=C=N[CH:10]2[CH2:15][CH2:14][CH2:13][CH2:12][CH2:11]2)[CH2:15][CH2:14][CH2:13][CH2:12][CH2:11]1.C1([C@@H](O)COC[C:26]2[CH:31]=[CH:30][C:29](/[CH:32]=[CH:33]/[C:34]3[CH:39]=[CH:38][C:37](OCCCCCC)=[CH:36][CH:35]=3)=[CH:28][CH:27]=2)C=CC=CC=1.[C:48]([O:52][CH2:53][CH2:54][CH2:55][CH2:56][CH2:57][CH2:58][O:59][C:60]1[CH:68]=[CH:67][C:63]([C:64]([OH:66])=[O:65])=[CH:62][CH:61]=1)(=[O:51])[CH:49]=[CH2:50]. The catalyst is ClCCl. The product is [C:34]1([C:33]2([CH2:53][O:52][CH2:48][CH2:49][O:65][C:64](=[O:66])[C:63]3[CH:62]=[CH:61][C:60]([O:59][CH2:58][CH2:57][CH2:56][CH2:55][CH2:54][CH2:53][O:52][C:48](=[O:51])[CH:49]=[CH2:50])=[CH:68][CH:67]=3)[CH:32]=[CH:29][CH:30]=[CH:31][CH:26]2[CH:27]=[CH:28][C:10]2[CH:11]=[CH:12][C:13]([O:59][CH2:60][CH2:61][CH2:62][CH2:63][CH2:67][CH3:68])=[CH:14][CH:15]=2)[CH:35]=[CH:36][CH:37]=[CH:38][CH:39]=1. The yield is 0.470. (4) The reactants are [Cl:1][C:2]1[C:11]2[C:6](=[CH:7][C:8]([CH2:13][OH:14])=[C:9]([CH3:12])[CH:10]=2)[N:5]=[C:4]([CH3:15])[CH:3]=1.[O:16]1[CH:21]=[CH:20][CH2:19][CH2:18][CH2:17]1.C1(C)C=CC(S([O-])(=O)=O)=CC=1.[NH+]1C=CC=CC=1. The catalyst is ClCCl.C1(C)C=CC=CC=1. The product is [Cl:1][C:2]1[C:11]2[C:6](=[CH:7][C:8]([CH2:13][O:14][CH:17]3[CH2:18][CH2:19][CH2:20][CH2:21][O:16]3)=[C:9]([CH3:12])[CH:10]=2)[N:5]=[C:4]([CH3:15])[CH:3]=1. The yield is 0.590. (5) The reactants are Cl[C:2]1[CH:3]=[C:4]([CH:9]=[CH:10][N:11]=1)[C:5]([O:7][CH3:8])=[O:6].C(=O)([O-])[O-].[K+].[K+].[F:18][C:19]1[CH:20]=[C:21](B2OC(C)(C)C(C)(C)O2)[CH:22]=[C:23]([F:29])[C:24]=1[C:25]([F:28])([F:27])[F:26].C(Cl)Cl. The catalyst is CO.Cl[Pd]Cl.O. The product is [F:18][C:19]1[CH:20]=[C:21]([C:2]2[CH:3]=[C:4]([CH:9]=[CH:10][N:11]=2)[C:5]([O:7][CH3:8])=[O:6])[CH:22]=[C:23]([F:29])[C:24]=1[C:25]([F:26])([F:27])[F:28]. The yield is 0.530.